Dataset: Forward reaction prediction with 1.9M reactions from USPTO patents (1976-2016). Task: Predict the product of the given reaction. (1) Given the reactants C([Sn](CCCC)(CCCC)[C:6]([O:8]CC)=[CH2:7])CCC.I[C:20]1[CH:21]=[N:22][N:23]([CH3:32])[C:24]=1[C:25]1[CH:30]=[CH:29][C:28]([CH3:31])=[CH:27][CH:26]=1.[Cl-].[Li+], predict the reaction product. The product is: [CH3:32][N:23]1[C:24]([C:25]2[CH:30]=[CH:29][C:28]([CH3:31])=[CH:27][CH:26]=2)=[C:20]([C:6](=[O:8])[CH3:7])[CH:21]=[N:22]1. (2) Given the reactants [OH:1][C:2]1[CH:3]=[C:4]([C:9](=[O:11])[CH3:10])[CH:5]=[C:6]([OH:8])[CH:7]=1.[CH3:12]I.[H-].[Na+], predict the reaction product. The product is: [OH:1][C:2]1[CH:3]=[C:4]([C:9](=[O:11])[CH3:10])[CH:5]=[C:6]([O:8][CH3:12])[CH:7]=1. (3) Given the reactants [NH2:1][C:2]1[CH:3]=[C:4]([CH:19]=[CH:20][C:21]=1[NH2:22])[O:5][CH:6]1[CH2:11][CH2:10][N:9]([C:12]([O:14][C:15]([CH3:18])([CH3:17])[CH3:16])=[O:13])[CH2:8][CH2:7]1.O.[N:24]#[C:25][Br:26], predict the reaction product. The product is: [BrH:26].[NH2:24][C:25]1[NH:22][C:21]2[CH:20]=[CH:19][C:4]([O:5][CH:6]3[CH2:7][CH2:8][N:9]([C:12]([O:14][C:15]([CH3:16])([CH3:17])[CH3:18])=[O:13])[CH2:10][CH2:11]3)=[CH:3][C:2]=2[N:1]=1. (4) Given the reactants [F:1][C:2]1[CH:19]=[CH:18][CH:17]=[CH:16][C:3]=1[O:4][C:5]1[CH:10]=[CH:9][C:8]([CH2:11][CH2:12][N+:13]([O-])=[O:14])=[CH:7][N:6]=1.CO.C[O-].[Li+].C(Cl)[Cl:26], predict the reaction product. The product is: [F:1][C:2]1[CH:19]=[CH:18][CH:17]=[CH:16][C:3]=1[O:4][C:5]1[N:6]=[CH:7][C:8]([CH2:11][C:12]([Cl:26])=[N:13][OH:14])=[CH:9][CH:10]=1. (5) Given the reactants [CH2:1]([O:5][C:6]1[N:14]=[C:13]2[C:9]([N:10]=[C:11]([O:25]C)[N:12]2[CH2:15][CH2:16][CH2:17][CH2:18][CH:19]2[CH2:24][CH2:23][CH2:22][O:21][CH2:20]2)=[C:8]([NH2:27])[N:7]=1)[CH2:2][CH2:3][CH3:4].Cl.O1CCOCC1, predict the reaction product. The product is: [NH2:27][C:8]1[N:7]=[C:6]([O:5][CH2:1][CH2:2][CH2:3][CH3:4])[N:14]=[C:13]2[C:9]=1[NH:10][C:11](=[O:25])[N:12]2[CH2:15][CH2:16][CH2:17][CH2:18][CH:19]1[CH2:24][CH2:23][CH2:22][O:21][CH2:20]1. (6) Given the reactants [CH2:1]([O:8][C:9]([NH:11][CH:12]([CH:25]([CH3:27])[CH3:26])[C:13]([NH:15][C:16]1[C:21]([C:22]([OH:24])=O)=[CH:20][N:19]=[CH:18][CH:17]=1)=[O:14])=[O:10])[C:2]1[CH:7]=[CH:6][CH:5]=[CH:4][CH:3]=1.C(Cl)CCl.[CH2:32]([NH2:39])[C:33]1[CH:38]=[CH:37][CH:36]=[CH:35][CH:34]=1, predict the reaction product. The product is: [CH2:1]([O:8][C:9](=[O:10])[NH:11][CH:12]([C:13](=[O:14])[NH:15][C:16]1[CH:17]=[CH:18][N:19]=[CH:20][C:21]=1[C:22](=[O:24])[NH:39][CH2:32][C:33]1[CH:38]=[CH:37][CH:36]=[CH:35][CH:34]=1)[CH:25]([CH3:26])[CH3:27])[C:2]1[CH:7]=[CH:6][CH:5]=[CH:4][CH:3]=1.